This data is from Full USPTO retrosynthesis dataset with 1.9M reactions from patents (1976-2016). The task is: Predict the reactants needed to synthesize the given product. (1) Given the product [Cl:1][C:2]1[C:3]([F:30])=[C:4]([C:39]2[CH:40]=[CH:41][C:42]([C:45]#[N:46])=[N:43][CH:44]=2)[C:5]([O:26][CH2:27][CH3:28])=[C:6]([CH:8]([NH:10][C:11]2[N:19]=[CH:18][N:17]=[C:16]3[C:12]=2[N:13]=[CH:14][N:15]3[CH:20]2[CH2:25][CH2:24][CH2:23][CH2:22][O:21]2)[CH3:9])[CH:7]=1, predict the reactants needed to synthesize it. The reactants are: [Cl:1][C:2]1[C:3]([F:30])=[C:4](I)[C:5]([O:26][CH2:27][CH3:28])=[C:6]([CH:8]([NH:10][C:11]2[N:19]=[CH:18][N:17]=[C:16]3[C:12]=2[N:13]=[CH:14][N:15]3[CH:20]2[CH2:25][CH2:24][CH2:23][CH2:22][O:21]2)[CH3:9])[CH:7]=1.CC1(C)C(C)(C)OB([C:39]2[CH:40]=[CH:41][C:42]([C:45]#[N:46])=[N:43][CH:44]=2)O1.C(=O)([O-])[O-].[Na+].[Na+].ClCCl. (2) Given the product [Cl:1][C:2]1[N:3]=[C:4]2[C:9](=[CH:10][CH:11]=1)[N:8]=[CH:7][C:6]([N:16]1[CH2:15][CH2:14][N:13]([C:19]([O:21][C:22]([CH3:25])([CH3:24])[CH3:23])=[O:20])[CH2:18][CH2:17]1)=[CH:5]2, predict the reactants needed to synthesize it. The reactants are: [Cl:1][C:2]1[CH:11]=[CH:10][C:9]2[C:4](=[CH:5][C:6](I)=[CH:7][N:8]=2)[N:3]=1.[N:13]1([C:19]([O:21][C:22]([CH3:25])([CH3:24])[CH3:23])=[O:20])[CH2:18][CH2:17][NH:16][CH2:15][CH2:14]1.C(=O)([O-])[O-].[Cs+].[Cs+].CC1(C)C2C(=C(P(C3C=CC=CC=3)C3C=CC=CC=3)C=CC=2)OC2C(P(C3C=CC=CC=3)C3C=CC=CC=3)=CC=CC1=2. (3) Given the product [Cl:1][C:2]1[CH:18]=[CH:17][C:5]([C:6]([NH:8][C:9]2[C:14]([F:15])=[CH:13][N:12]([S:33]([C:30]3[CH:31]=[CH:32][C:27]([Cl:26])=[CH:28][CH:29]=3)(=[O:35])=[O:34])[C:11](=[O:16])[N:10]=2)=[O:7])=[CH:4][CH:3]=1, predict the reactants needed to synthesize it. The reactants are: [Cl:1][C:2]1[CH:18]=[CH:17][C:5]([C:6]([NH:8][C:9]2[C:14]([F:15])=[CH:13][NH:12][C:11](=[O:16])[N:10]=2)=[O:7])=[CH:4][CH:3]=1.CCN(CC)CC.[Cl:26][C:27]1[CH:32]=[CH:31][C:30]([S:33](Cl)(=[O:35])=[O:34])=[CH:29][CH:28]=1. (4) Given the product [Cl:9][C:7]1[CH:6]=[C:4]([CH:3]=[C:2]([B:18]2[O:22][C:21]([CH3:24])([CH3:23])[C:20]([CH3:26])([CH3:25])[O:19]2)[CH:8]=1)[NH2:5], predict the reactants needed to synthesize it. The reactants are: Br[C:2]1[CH:3]=[C:4]([CH:6]=[C:7]([Cl:9])[CH:8]=1)[NH2:5].ClC1C([B:18]2[O:22][C:21]([CH3:24])([CH3:23])[C:20]([CH3:26])([CH3:25])[O:19]2)=CC=CC=1N. (5) Given the product [O:1]([C@H:2]([C:4]1[CH:13]=[CH:12][C:7]([C:8]([O:10][CH3:11])=[O:9])=[CH:6][CH:5]=1)[CH3:3])[C:14]1[CH:19]=[CH:18][CH:17]=[CH:16][CH:15]=1, predict the reactants needed to synthesize it. The reactants are: [OH:1][C@@H:2]([C:4]1[CH:13]=[CH:12][C:7]([C:8]([O:10][CH3:11])=[O:9])=[CH:6][CH:5]=1)[CH3:3].[C:14]1(O)[CH:19]=[CH:18][CH:17]=[CH:16][CH:15]=1.C1(P(C2C=CC=CC=2)C2C=CC=CC=2)C=CC=CC=1.N(C(OC(C)C)=O)=NC(OC(C)C)=O. (6) Given the product [CH3:24][N:25]1[C:26](=[O:57])[C:27]([NH:40][C:41]2[CH:46]=[CH:45][C:44]([N:47]3[CH2:52][CH2:51][N:50]([CH:53]4[CH2:54][O:55][CH2:56]4)[CH2:49][CH2:48]3)=[CH:43][N:42]=2)=[CH:28][C:29]([C:2]2[CH:9]=[N:8][CH:7]=[C:6]([N:10]3[CH2:22][CH2:21][N:13]4[C:14]5[CH2:15][CH2:16][CH2:17][CH2:18][C:19]=5[CH:20]=[C:12]4[C:11]3=[O:23])[C:3]=2[CH:4]=[O:5])=[CH:30]1, predict the reactants needed to synthesize it. The reactants are: Br[C:2]1[CH:9]=[N:8][CH:7]=[C:6]([N:10]2[CH2:22][CH2:21][N:13]3[C:14]4[CH2:15][CH2:16][CH2:17][CH2:18][C:19]=4[CH:20]=[C:12]3[C:11]2=[O:23])[C:3]=1[CH:4]=[O:5].[CH3:24][N:25]1[CH:30]=[C:29](B2OC(C)(C)C(C)(C)O2)[CH:28]=[C:27]([NH:40][C:41]2[CH:46]=[CH:45][C:44]([N:47]3[CH2:52][CH2:51][N:50]([CH:53]4[CH2:56][O:55][CH2:54]4)[CH2:49][CH2:48]3)=[CH:43][N:42]=2)[C:26]1=[O:57].[O-]P([O-])([O-])=O.[K+].[K+].[K+].CC([O-])=O.[Na+]. (7) Given the product [F:21][C:22]1[CH:23]=[C:24]([C:2]2[C:11]([N:12]([CH:14]([CH3:16])[CH3:15])[CH3:13])=[N:10][C:9]3[C:4](=[CH:5][CH:6]=[C:7]([C:17]([O:19][CH3:20])=[O:18])[CH:8]=3)[N:3]=2)[CH:25]=[CH:26][C:27]=1[F:28], predict the reactants needed to synthesize it. The reactants are: Cl[C:2]1[C:11]([N:12]([CH:14]([CH3:16])[CH3:15])[CH3:13])=[N:10][C:9]2[C:4](=[CH:5][CH:6]=[C:7]([C:17]([O:19][CH3:20])=[O:18])[CH:8]=2)[N:3]=1.[F:21][C:22]1[CH:23]=[C:24](B(O)O)[CH:25]=[CH:26][C:27]=1[F:28].[O-]P([O-])([O-])=O.[K+].[K+].[K+]. (8) Given the product [Br:1][C:2]1[S:3][CH:4]=[C:5]([C:7]([NH:10][C@@H:11]([CH3:27])[CH2:12][N:13]2[CH:17]=[CH:16][C:15]([C:18]3[CH:25]=[CH:24][C:21]([C:22]#[N:23])=[C:20]([Cl:26])[CH:19]=3)=[N:14]2)=[O:9])[N:6]=1, predict the reactants needed to synthesize it. The reactants are: [Br:1][C:2]1[S:3][CH:4]=[C:5]([C:7]([OH:9])=O)[N:6]=1.[NH2:10][C@@H:11]([CH3:27])[CH2:12][N:13]1[CH:17]=[CH:16][C:15]([C:18]2[CH:25]=[CH:24][C:21]([C:22]#[N:23])=[C:20]([Cl:26])[CH:19]=2)=[N:14]1.